Dataset: Forward reaction prediction with 1.9M reactions from USPTO patents (1976-2016). Task: Predict the product of the given reaction. Given the reactants [Si]([O:8][C@H:9]([CH3:41])[C@@H:10]([NH:30][C:31]1[CH:38]=[CH:37][C:34]([C:35]#[N:36])=[C:33]([Cl:39])[C:32]=1[CH3:40])[C:11]1[O:12][C:13]([C:16]2[CH:21]=[CH:20][CH:19]=[C:18]([O:22][Si](C(C)(C)C)(C)C)[CH:17]=2)=[N:14][N:15]=1)(C(C)(C)C)(C)C.[F-].C([N+](CCCC)(CCCC)CCCC)CCC, predict the reaction product. The product is: [Cl:39][C:33]1[C:32]([CH3:40])=[C:31]([NH:30][C@@H:10]([C:11]2[O:12][C:13]([C:16]3[CH:21]=[CH:20][CH:19]=[C:18]([OH:22])[CH:17]=3)=[N:14][N:15]=2)[C@H:9]([OH:8])[CH3:41])[CH:38]=[CH:37][C:34]=1[C:35]#[N:36].